From a dataset of Forward reaction prediction with 1.9M reactions from USPTO patents (1976-2016). Predict the product of the given reaction. (1) Given the reactants [Br:1][C:2]1[CH:7]=[CH:6][C:5]([C:8](=[O:13])[C:9]([F:12])([F:11])[F:10])=[CH:4][CH:3]=1.[BH4-].[Na+].[Cl-].[NH4+], predict the reaction product. The product is: [Br:1][C:2]1[CH:7]=[CH:6][C:5]([CH:8]([OH:13])[C:9]([F:11])([F:12])[F:10])=[CH:4][CH:3]=1. (2) Given the reactants [C:1]([Si](C)(C)C)#[CH:2].Br[C:8]1[CH:13]=[CH:12][C:11]([CH2:14][N:15]2[C:19]([CH3:20])=[CH:18][C:17]([C:21]3[O:25][N:24]=[C:23]([C:26]4[CH:31]=[CH:30][C:29]([O:32][C:33]([F:36])([F:35])[F:34])=[CH:28][CH:27]=4)[N:22]=3)=[N:16]2)=[CH:10][N:9]=1, predict the reaction product. The product is: [C:1]([C:8]1[CH:13]=[CH:12][C:11]([CH2:14][N:15]2[C:19]([CH3:20])=[CH:18][C:17]([C:21]3[O:25][N:24]=[C:23]([C:26]4[CH:31]=[CH:30][C:29]([O:32][C:33]([F:36])([F:35])[F:34])=[CH:28][CH:27]=4)[N:22]=3)=[N:16]2)=[CH:10][N:9]=1)#[CH:2]. (3) Given the reactants [CH:1]([C:3]1[CH:8]=[CH:7][C:6]([CH:9]2[NH:21][C:19]3[C:20]4[C:11](=[N:12][NH:13][C:14](=[O:22])[C:15]=4[CH:16]=[CH:17][CH:18]=3)[CH:10]2[C:23]2[CH:33]=[CH:32][C:26]([C:27]([N:29]([CH3:31])[CH3:30])=[O:28])=[CH:25][CH:24]=2)=[CH:5][CH:4]=1)=O.C(O)(=O)C.[CH3:38][NH:39][CH3:40].[BH4-].[Na+], predict the reaction product. The product is: [CH3:38][N:39]([CH2:1][C:3]1[CH:4]=[CH:5][C:6]([CH:9]2[NH:21][C:19]3[C:20]4[C:11](=[N:12][NH:13][C:14](=[O:22])[C:15]=4[CH:16]=[CH:17][CH:18]=3)[CH:10]2[C:23]2[CH:24]=[CH:25][C:26]([C:27]([N:29]([CH3:30])[CH3:31])=[O:28])=[CH:32][CH:33]=2)=[CH:7][CH:8]=1)[CH3:40]. (4) Given the reactants [CH:1]12[CH2:7][CH:6]([C:8]3[CH:13]=[CH:12][C:11]([NH:14][S:15]([C:18]4[CH:23]=[CH:22][C:21]([O:24][C:25]([F:28])([F:27])[F:26])=[CH:20][CH:19]=4)(=[O:17])=[O:16])=[CH:10][CH:9]=3)[CH:5]1[CH2:4][NH:3][CH2:2]2.[CH2:29](Br)[CH:30]=[CH2:31].C(N(CC)CC)C, predict the reaction product. The product is: [CH2:31]([N:3]1[CH2:4][C@@H:5]2[C@@H:1]([CH2:7][C@H:6]2[C:8]2[CH:9]=[CH:10][C:11]([NH:14][S:15]([C:18]3[CH:23]=[CH:22][C:21]([O:24][C:25]([F:28])([F:26])[F:27])=[CH:20][CH:19]=3)(=[O:16])=[O:17])=[CH:12][CH:13]=2)[CH2:2]1)[CH:30]=[CH2:29]. (5) Given the reactants [C:1]([O:5][C:6]([NH:8][CH2:9][C@H:10]1[CH2:15][CH2:14][C@H:13]([C:16]([NH:18][C@@H:19]([CH2:23][C:24]2[CH:29]=[CH:28][C:27]([C:30]3[CH:35]=[CH:34][C:33]([C:36](=[O:41])[NH:37][CH:38]([CH3:40])[CH3:39])=[CH:32][C:31]=3[CH3:42])=[CH:26][CH:25]=2)[C:20](O)=[O:21])=[O:17])[CH2:12][CH2:11]1)=[O:7])([CH3:4])([CH3:3])[CH3:2].[NH2:43][C:44]1[CH:52]=[C:51]2[C:47]([C:48](=[O:53])[NH:49][NH:50]2)=[CH:46][CH:45]=1.C(N(CC)C(C)C)(C)C.C(P1(=O)OP(=O)(CCC)OP(=O)(CCC)O1)CC, predict the reaction product. The product is: [CH:38]([NH:37][C:36]([C:33]1[CH:34]=[CH:35][C:30]([C:27]2[CH:26]=[CH:25][C:24]([CH2:23][C@H:19]([NH:18][C:16]([C@H:13]3[CH2:14][CH2:15][C@H:10]([CH2:9][NH:8][C:6](=[O:7])[O:5][C:1]([CH3:4])([CH3:3])[CH3:2])[CH2:11][CH2:12]3)=[O:17])[C:20](=[O:21])[NH:43][C:44]3[CH:52]=[C:51]4[C:47]([C:48](=[O:53])[NH:49][NH:50]4)=[CH:46][CH:45]=3)=[CH:29][CH:28]=2)=[C:31]([CH3:42])[CH:32]=1)=[O:41])([CH3:39])[CH3:40]. (6) Given the reactants [CH2:1]([O:8][C@H:9]1[C@H:14]([O:15][CH2:16][C:17]2[CH:22]=[CH:21][CH:20]=[CH:19][CH:18]=2)[C@@H:13]([O:23][CH2:24][C:25]2[CH:30]=[CH:29][CH:28]=[CH:27][CH:26]=2)[C@H:12](C2C=C(OC)C(Cl)=C(CC3C=CC(OCC)=CC=3)C=2)[O:11][C@@H:10]1[CH2:50][O:51][CH2:52][C:53]1[CH:58]=[CH:57][CH:56]=[CH:55][CH:54]=1)[C:2]1[CH:7]=[CH:6][CH:5]=[CH:4][CH:3]=1.[CH2:59]([O:62][C:63]1[CH:68]=[C:67](Br)[CH:66]=[C:65]([CH2:70][C:71]2[CH:76]=[CH:75][CH:74]=[CH:73][CH:72]=2)[C:64]=1[Cl:77])[CH:60]=[CH2:61], predict the reaction product. The product is: [CH2:59]([O:62][C:63]1[CH:68]=[C:67]([C@H:12]2[C@H:13]([O:23][CH2:24][C:25]3[CH:26]=[CH:27][CH:28]=[CH:29][CH:30]=3)[C@@H:14]([O:15][CH2:16][C:17]3[CH:22]=[CH:21][CH:20]=[CH:19][CH:18]=3)[C@H:9]([O:8][CH2:1][C:2]3[CH:3]=[CH:4][CH:5]=[CH:6][CH:7]=3)[C@@H:10]([CH2:50][O:51][CH2:52][C:53]3[CH:54]=[CH:55][CH:56]=[CH:57][CH:58]=3)[O:11]2)[CH:66]=[C:65]([CH2:70][C:71]2[CH:76]=[CH:75][CH:74]=[CH:73][CH:72]=2)[C:64]=1[Cl:77])[CH:60]=[CH2:61]. (7) Given the reactants [CH3:1][S:2][C:3]1[N:8]=[CH:7][C:6]2=[CH:9][CH:10]=[C:11]([C:12]3[N:13](CCC#N)[CH:14]=[CH:15][CH:16]=3)[N:5]2[N:4]=1.C(O)(C(F)(F)F)=O, predict the reaction product. The product is: [CH3:1][S:2][C:3]1[N:8]=[CH:7][C:6]2=[CH:9][CH:10]=[C:11]([C:12]3[NH:13][CH:14]=[CH:15][CH:16]=3)[N:5]2[N:4]=1.